Dataset: Reaction yield outcomes from USPTO patents with 853,638 reactions. Task: Predict the reaction yield, written as a fraction of the theoretical maximum amount of product (1.0 means a 100% yield; for example, 0.34 means a 34% yield). (1) The yield is 0.430. The catalyst is C(#N)C. The product is [F:11][C:9]1[C:8]([F:12])=[CH:7][C:3]([C:4]([OH:6])=[O:5])=[C:2]([NH:16][C:15]2[CH:17]=[CH:18][C:19]([I:21])=[CH:20][C:14]=2[F:13])[CH:10]=1. The reactants are F[C:2]1[CH:10]=[C:9]([F:11])[C:8]([F:12])=[CH:7][C:3]=1[C:4]([OH:6])=[O:5].[F:13][C:14]1[CH:20]=[C:19]([I:21])[CH:18]=[CH:17][C:15]=1[NH2:16].[NH2-].[Li+].Cl. (2) The reactants are Cl[C:2]1[C:7]([C:8]2[CH:13]=[CH:12][N:11]=[C:10]([CH3:14])[CH:9]=2)=[CH:6][N:5]=[C:4]([N:15]2[CH2:20][C@H:19]([CH3:21])[O:18][C@H:17]([CH3:22])[CH2:16]2)[N:3]=1.[C:23]1([CH3:32])[CH:28]=[CH:27][CH:26]=[CH:25][C:24]=1B(O)O.C(=O)([O-])[O-].[K+].[K+].CC#N. The catalyst is O1CCOCC1.O.C1C=CC([P]([Pd]([P](C2C=CC=CC=2)(C2C=CC=CC=2)C2C=CC=CC=2)([P](C2C=CC=CC=2)(C2C=CC=CC=2)C2C=CC=CC=2)[P](C2C=CC=CC=2)(C2C=CC=CC=2)C2C=CC=CC=2)(C2C=CC=CC=2)C2C=CC=CC=2)=CC=1. The product is [CH3:22][C@H:17]1[O:18][C@@H:19]([CH3:21])[CH2:20][N:15]([C:4]2[N:3]=[C:2]([C:24]3[CH:25]=[CH:26][CH:27]=[CH:28][C:23]=3[CH3:32])[C:7]([C:8]3[CH:13]=[CH:12][N:11]=[C:10]([CH3:14])[CH:9]=3)=[CH:6][N:5]=2)[CH2:16]1. The yield is 0.301. (3) The reactants are C1CCN2C(=NCCC2)CC1.[C:12]([C@@:14]1([OH:30])[C@H:18]([OH:19])[C@@H:17]([CH2:20]I)[O:16][C@H:15]1[N:22]1[CH:27]=[CH:26][C:25](=[O:28])[NH:24][C:23]1=[O:29])#[CH:13]. The catalyst is CN(C=O)C. The product is [C:12]([C@@:14]1([OH:30])[C@H:18]([OH:19])[C:17](=[CH2:20])[O:16][C@H:15]1[N:22]1[CH:27]=[CH:26][C:25](=[O:28])[NH:24][C:23]1=[O:29])#[CH:13]. The yield is 1.25. (4) The reactants are [Br:1][C:2]1[C:19]([O:20][CH3:21])=[N:18][C:5]2[CH2:6][CH2:7][N:8](C(=O)C(F)(F)F)[CH2:9][CH:10]([CH3:11])[C:4]=2[C:3]=1[Br:22].C([O-])([O-])=O.[K+].[K+].CO. The catalyst is O. The product is [Br:1][C:2]1[C:19]([O:20][CH3:21])=[N:18][C:5]2[CH2:6][CH2:7][NH:8][CH2:9][CH:10]([CH3:11])[C:4]=2[C:3]=1[Br:22]. The yield is 0.920. (5) The reactants are P([O-])([O-])([O-])=O.O=C[C@@H]([C@H]([C@@H]([C@@H](CO)O)O)O)O.CC1C(C)=CC2N(C[C@H](O)[C@H](O)[C@H](O)CO)C3C(=NC=2C=1)C(=O)NC(=O)N=3.C1N=C(N)C2N=CN([C@@H]3O[C@H](COP(OP(OC[C@H]4O[C@@H](N5C=C(C(N)=O)CC=C5)[C@H](O)[C@@H]4O)(O)=O)(O)=O)[C@@H](O)[C@H]3O)C=2N=1.[C:89]([NH:92][CH2:93][CH:94]([C:99](=[O:101])[CH3:100])[C:95]([O:97][CH3:98])=[O:96])(=[O:91])[CH3:90]. No catalyst specified. The product is [C:89]([NH:92][CH2:93][C@@H:94]([C@H:99]([OH:101])[CH3:100])[C:95]([O:97][CH3:98])=[O:96])(=[O:91])[CH3:90]. The yield is 0.590. (6) The product is [C:20]([O:23][C:24]([N:17]1[C:16]([Br:18])=[CH:15][N:14]=[C:13]1[C@@H:9]1[CH2:10][CH2:11][CH2:12][N:8]1[C:6]([O:5][C:1]([CH3:4])([CH3:2])[CH3:3])=[O:7])=[O:25])([CH3:22])([CH3:21])[CH3:19]. The yield is 1.00. The reactants are [C:1]([O:5][C:6]([N:8]1[CH2:12][CH2:11][CH2:10][C@H:9]1[C:13]1[NH:14][CH:15]=[C:16]([Br:18])[N:17]=1)=[O:7])([CH3:4])([CH3:3])[CH3:2].[CH3:19][C:20]([O:23][C:24](O[C:24]([O:23][C:20]([CH3:22])([CH3:21])[CH3:19])=[O:25])=[O:25])([CH3:22])[CH3:21].C(N(CC)CC)C.O. The catalyst is C(Cl)Cl.CN(C1C=CN=CC=1)C. (7) The reactants are CN1CCC(O[C:9]2[CH:18]=[CH:17][CH:16]=[C:15]3[C:10]=2[C:11](NC2C=CC(S(C4SC=CN=4)(=O)=O)=CC=2)=NC=[N:14]3)CC1.[C:34]([OH:37])(=[O:36])[CH3:35]. The catalyst is O.C(OCC)(=O)C.[Fe]. The product is [NH2:14][C:15]1[CH:10]=[CH:11][C:35]([C:34]([O:37][C:10]([CH3:15])([CH3:11])[CH3:9])=[O:36])=[C:17]([C:18]#[CH:9])[CH:16]=1. The yield is 0.950. (8) The reactants are CC(OI1(OC(C)=O)(OC(C)=O)OC(=O)C2C=CC=CC1=2)=O.[N:23]([C@@H:26]1[CH2:31][C@H:30]([OH:32])[C@@H:29]([CH2:33][O:34][Si:35]([C:38]([CH3:41])([CH3:40])[CH3:39])([CH3:37])[CH3:36])[O:28][CH2:27]1)=[N+:24]=[N-:25].S([O-])([O-])(=O)=S.[Na+].[Na+]. The catalyst is ClCCl. The product is [N:23]([C@H:26]1[CH2:27][O:28][C@H:29]([CH2:33][O:34][Si:35]([C:38]([CH3:39])([CH3:40])[CH3:41])([CH3:37])[CH3:36])[C:30](=[O:32])[CH2:31]1)=[N+:24]=[N-:25]. The yield is 0.760. (9) The reactants are [C:1]([C:5]1[CH:6]=[C:7]2[C:12](=[CH:13][CH:14]=1)[C:11](=[O:15])[N:10]([C:16]1[C:17]([CH2:49][OH:50])=[C:18]([N:22]3[CH:26]=[C:25]([C:27]#[N:28])[C:24]([NH:29]C(C4C=CC=CC=4)(C4C=CC=CC=4)C4C=CC=CC=4)=[N:23]3)[CH:19]=[CH:20][CH:21]=1)[N:9]=[CH:8]2)([CH3:4])([CH3:3])[CH3:2].CO.Cl. The catalyst is CCOCC. The product is [NH2:29][C:24]1[C:25]([C:27]#[N:28])=[CH:26][N:22]([C:18]2[CH:19]=[CH:20][CH:21]=[C:16]([N:10]3[N:9]=[CH:8][C:7]4[C:12](=[CH:13][CH:14]=[C:5]([C:1]([CH3:2])([CH3:3])[CH3:4])[CH:6]=4)[C:11]3=[O:15])[C:17]=2[CH2:49][OH:50])[N:23]=1. The yield is 0.740.